Task: Predict the product of the given reaction.. Dataset: Forward reaction prediction with 1.9M reactions from USPTO patents (1976-2016) (1) Given the reactants [CH3:1][N:2]([CH3:16])[CH2:3][CH2:4][C:5]1[C:13]2[C:8](=[CH:9][CH:10]=[C:11]([CH:14]=O)[CH:12]=2)[NH:7][CH:6]=1.[CH2:17]([O:24][C:25]([NH:27][NH2:28])=[O:26])[C:18]1[CH:23]=[CH:22][CH:21]=[CH:20][CH:19]=1, predict the reaction product. The product is: [CH2:17]([O:24][C:25]([NH:27][N:28]=[CH:14][C:11]1[CH:12]=[C:13]2[C:8](=[CH:9][CH:10]=1)[NH:7][CH:6]=[C:5]2[CH2:4][CH2:3][N:2]([CH3:16])[CH3:1])=[O:26])[C:18]1[CH:23]=[CH:22][CH:21]=[CH:20][CH:19]=1. (2) Given the reactants [CH:1]([N:4]([CH:7]([CH3:9])[CH3:8])[CH2:5]C)(C)C.Cl.CN(C)CCCN=C=NCC.[NH2:22][C:23]1[CH:24]=[C:25]([N:29]2[CH2:33][CH:32]([C:34]3[CH:39]=[CH:38][C:37]([O:40][CH3:41])=[C:36]([O:42][CH:43]4[CH2:47][CH2:46][CH2:45][CH2:44]4)[CH:35]=3)[CH2:31][C:30]2=[O:48])[CH:26]=[CH:27][CH:28]=1.[CH2:49]1[CH2:53][O:52][CH2:51][CH2:50]1, predict the reaction product. The product is: [CH:43]1([O:42][C:36]2[CH:35]=[C:34]([CH:32]3[CH2:33][N:29]([C:25]4[CH:24]=[C:23]([NH:22][C:51](=[O:52])[C:50]5[CH:49]=[CH:53][CH:9]=[C:7]([N:4]([CH3:5])[CH3:1])[CH:8]=5)[CH:28]=[CH:27][CH:26]=4)[C:30](=[O:48])[CH2:31]3)[CH:39]=[CH:38][C:37]=2[O:40][CH3:41])[CH2:47][CH2:46][CH2:45][CH2:44]1. (3) Given the reactants [Si]([O:8][CH2:9][CH:10]([O:44][CH3:45])[CH2:11][N:12]1[C:20](=[O:21])[C:19]2[N:18]([CH2:22][C:23]3[CH:28]=[CH:27][C:26]([Cl:29])=[CH:25][CH:24]=3)[C:17]([O:30][C:31]3[CH:36]=[CH:35][CH:34]=[C:33]([O:37][C:38]([F:41])([F:40])[F:39])[CH:32]=3)=[N:16][C:15]=2[N:14]([CH3:42])[C:13]1=[O:43])(C(C)(C)C)(C)C.Cl, predict the reaction product. The product is: [Cl:29][C:26]1[CH:25]=[CH:24][C:23]([CH2:22][N:18]2[C:19]3[C:20](=[O:21])[N:12]([CH2:11][CH:10]([O:44][CH3:45])[CH2:9][OH:8])[C:13](=[O:43])[N:14]([CH3:42])[C:15]=3[N:16]=[C:17]2[O:30][C:31]2[CH:36]=[CH:35][CH:34]=[C:33]([O:37][C:38]([F:41])([F:39])[F:40])[CH:32]=2)=[CH:28][CH:27]=1.